This data is from Catalyst prediction with 721,799 reactions and 888 catalyst types from USPTO. The task is: Predict which catalyst facilitates the given reaction. (1) Reactant: [Br:1][C:2]1[CH:3]=[C:4]([N+:15]([O-])=O)[C:5]([O:8][CH2:9][C:10](OCC)=[O:11])=[N:6][CH:7]=1.[Sn]. Product: [Br:1][C:2]1[CH:7]=[N:6][C:5]2[O:8][CH2:9][C:10](=[O:11])[NH:15][C:4]=2[CH:3]=1. The catalyst class is: 126. (2) Reactant: [F:1][C:2]1[C:3]([C:9](=[O:22])[CH:10]([C:15]2[CH:20]=[CH:19][CH:18]=[CH:17][C:16]=2[F:21])C(OC)=O)=[N:4][CH:5]=[C:6]([F:8])[CH:7]=1.[Cl-].[Na+].O. Product: [F:1][C:2]1[C:3]([C:9](=[O:22])[CH2:10][C:15]2[CH:20]=[CH:19][CH:18]=[CH:17][C:16]=2[F:21])=[N:4][CH:5]=[C:6]([F:8])[CH:7]=1. The catalyst class is: 148. (3) Reactant: Cl.Cl.Cl.[O:4]1[C:12]2[CH:11]=[CH:10][N:9]=[C:8]([N:13]3[CH2:18][CH2:17][N:16]([CH2:19][CH2:20][C@H:21]4[CH2:26][CH2:25][C@H:24]([NH2:27])[CH2:23][CH2:22]4)[CH2:15][CH2:14]3)[C:7]=2[CH2:6][CH2:5]1.C(N(CC)CC)C.[CH3:35][S:36](Cl)(=[O:38])=[O:37].[OH-].[Na+]. Product: [O:4]1[C:12]2[CH:11]=[CH:10][N:9]=[C:8]([N:13]3[CH2:18][CH2:17][N:16]([CH2:19][CH2:20][C@H:21]4[CH2:26][CH2:25][C@H:24]([NH:27][S:36]([CH3:35])(=[O:38])=[O:37])[CH2:23][CH2:22]4)[CH2:15][CH2:14]3)[C:7]=2[CH2:6][CH2:5]1. The catalyst class is: 4. (4) Reactant: C[O:2][C:3]1[N:8]=[C:7]([O:9]C)[C:6]([C:11]2[C:12]([C:17]#[N:18])=[N:13][CH:14]=[CH:15][CH:16]=2)=[CH:5][N:4]=1.[ClH:19]. Product: [ClH:19].[O:2]=[C:3]1[NH:8][C:7](=[O:9])[C:6]([C:11]2[C:12]([C:17]#[N:18])=[N:13][CH:14]=[CH:15][CH:16]=2)=[CH:5][NH:4]1. The catalyst class is: 12.